Dataset: Reaction yield outcomes from USPTO patents with 853,638 reactions. Task: Predict the reaction yield, written as a fraction of the theoretical maximum amount of product (1.0 means a 100% yield; for example, 0.34 means a 34% yield). (1) The reactants are [CH:1]1([N:4]2[C:12]3[C:7](=[CH:8][CH:9]=[C:10]([OH:13])[CH:11]=3)[C:6]([C:14]#[N:15])=[C:5]2[C:16]2[CH:21]=[CH:20][C:19]([NH:22][CH:23]([CH3:25])[CH3:24])=[CH:18][CH:17]=2)[CH2:3][CH2:2]1.C([O-])([O-])=O.[Cs+].[Cs+].Cl[C:33]1[N:38]=[CH:37][CH:36]=[CH:35][N:34]=1.O. The catalyst is CN(C=O)C. The product is [CH:1]1([N:4]2[C:12]3[C:7](=[CH:8][CH:9]=[C:10]([O:13][C:33]4[N:38]=[CH:37][CH:36]=[CH:35][N:34]=4)[CH:11]=3)[C:6]([C:14]#[N:15])=[C:5]2[C:16]2[CH:17]=[CH:18][C:19]([NH:22][CH:23]([CH3:25])[CH3:24])=[CH:20][CH:21]=2)[CH2:3][CH2:2]1. The yield is 0.850. (2) The reactants are [CH2:1]([NH:8][C:9]1[CH:14]=[C:13](Cl)[N:12]=[CH:11][C:10]=1[CH2:16][C:17]([NH2:19])=[O:18])[C:2]1[CH:7]=[CH:6][CH:5]=[CH:4][CH:3]=1.C(Cl)Cl.CC(C)([O-])C.[Na+].[O:29]1[CH2:34][CH2:33][N:32]([CH2:35][C:36]2[CH:42]=[CH:41][C:39]([NH2:40])=[CH:38][CH:37]=2)[CH2:31][CH2:30]1. The catalyst is C1C=CC(P(C2C=CC=CC=2)[C-]2C=CC=C2)=CC=1.C1C=CC(P(C2C=CC=CC=2)[C-]2C=CC=C2)=CC=1.Cl[Pd]Cl.[Fe+2].C1(P(C2C=CC=CC=2)[C-]2C=CC=C2)C=CC=CC=1.[C-]1(P(C2C=CC=CC=2)C2C=CC=CC=2)C=CC=C1.[Fe+2].O1CCOCC1. The product is [CH2:1]([NH:8][C:9]1[CH:14]=[C:13]([NH:40][C:39]2[CH:38]=[CH:37][C:36]([CH2:35][N:32]3[CH2:31][CH2:30][O:29][CH2:34][CH2:33]3)=[CH:42][CH:41]=2)[N:12]=[CH:11][C:10]=1[CH2:16][C:17]([NH2:19])=[O:18])[C:2]1[CH:7]=[CH:6][CH:5]=[CH:4][CH:3]=1. The yield is 0.280. (3) The reactants are [OH:1][C:2]1[C:10]2[C:9]3[C:11]([OH:16])=[CH:12][C:13]([OH:15])=[CH:14][C:8]=3[O:7][C:6]=2[CH:5]=[C:4]([OH:17])[CH:3]=1.[Cl-].[Cl-].[Cl-].[Al+3].C(Cl)(Cl)Cl.[C:26](Cl)(=[O:31])[CH2:27][CH:28]([CH3:30])[CH3:29]. The catalyst is C(=S)=S. The product is [OH:1][C:2]1[C:10]2[C:9]3[C:11]([OH:16])=[CH:12][C:13]([OH:15])=[C:14]([C:26](=[O:31])[CH2:27][CH:28]([CH3:30])[CH3:29])[C:8]=3[O:7][C:6]=2[CH:5]=[C:4]([OH:17])[C:3]=1[C:2](=[O:1])[CH2:10][CH:9]([CH3:11])[CH3:8]. The yield is 0.170. (4) The reactants are [O:1]([C:8]1[CH:17]=[CH:16][C:11]2[N:12]=[C:13]([NH2:15])[S:14][C:10]=2[CH:9]=1)[C:2]1[CH:7]=[CH:6][CH:5]=[CH:4][CH:3]=1.Br[CH:19]([CH2:24][CH3:25])[C:20]([O:22]C)=[O:21].[CH3:26][C:27]1[CH:36]=[CH:35][C:30]2N=C(N)S[C:29]=2[CH:28]=1.BrC(CC)[C:39](OCC)=[O:40]. No catalyst specified. The product is [CH3:26][C:27]1[CH:36]=[CH:35][C:30]([C:39]([N:15]=[C:13]2[N:12]([CH:19]([CH2:24][CH3:25])[C:20]([OH:22])=[O:21])[C:11]3[CH:16]=[CH:17][C:8]([O:1][C:2]4[CH:3]=[CH:4][CH:5]=[CH:6][CH:7]=4)=[CH:9][C:10]=3[S:14]2)=[O:40])=[CH:29][CH:28]=1. The yield is 0.730. (5) The reactants are [Cl-].O[NH3+:3].[C:4](=[O:7])([O-])[OH:5].[Na+].CS(C)=O.[CH3:13][C:14]1[N:15]([CH2:39][CH:40]2[CH2:45][CH2:44][CH2:43][CH2:42][O:41]2)[C:16](=[O:38])[C:17]([CH2:23][C:24]2[CH:29]=[CH:28][C:27]([C:30]3[C:31]([C:36]#[N:37])=[CH:32][CH:33]=[CH:34][CH:35]=3)=[CH:26][CH:25]=2)=[C:18]([CH2:20][CH2:21][CH3:22])[N:19]=1. The catalyst is C(OCC)(=O)C. The product is [CH3:13][C:14]1[N:15]([CH2:39][CH:40]2[CH2:45][CH2:44][CH2:43][CH2:42][O:41]2)[C:16](=[O:38])[C:17]([CH2:23][C:24]2[CH:25]=[CH:26][C:27]([C:30]3[CH:35]=[CH:34][CH:33]=[CH:32][C:31]=3[C:36]3[NH:3][C:4](=[O:7])[O:5][N:37]=3)=[CH:28][CH:29]=2)=[C:18]([CH2:20][CH2:21][CH3:22])[N:19]=1. The yield is 0.680. (6) The reactants are [NH2:1][C:2]1[CH:25]=[CH:24][C:23]([N:26]2[CH2:31][CH2:30][CH2:29][CH2:28][CH2:27]2)=[CH:22][C:3]=1[C:4]([NH:6][C:7]1[CH:11]=[CH:10][N:9]([C:12]2[CH:17]=[CH:16][CH:15]=[C:14]([C:18]([F:21])([F:20])[F:19])[CH:13]=2)[N:8]=1)=[O:5].[CH2:32]([N:34]([CH2:49][CH3:50])[CH2:35][CH2:36][N:37]([CH2:39][C:40]1[CH:48]=[CH:47][C:43]([C:44](O)=[O:45])=[CH:42][CH:41]=1)[CH3:38])[CH3:33].CCN=C=NCCCN(C)C.Cl. The catalyst is ClCCl.CN(C)C1C=CN=CC=1. The product is [CH2:49]([N:34]([CH2:32][CH3:33])[CH2:35][CH2:36][N:37]([CH2:39][C:40]1[CH:41]=[CH:42][C:43]([C:44]([NH:1][C:2]2[CH:25]=[CH:24][C:23]([N:26]3[CH2:31][CH2:30][CH2:29][CH2:28][CH2:27]3)=[CH:22][C:3]=2[C:4]([NH:6][C:7]2[CH:11]=[CH:10][N:9]([C:12]3[CH:17]=[CH:16][CH:15]=[C:14]([C:18]([F:20])([F:21])[F:19])[CH:13]=3)[N:8]=2)=[O:5])=[O:45])=[CH:47][CH:48]=1)[CH3:38])[CH3:50]. The yield is 0.310.